This data is from Reaction yield outcomes from USPTO patents with 853,638 reactions. The task is: Predict the reaction yield, written as a fraction of the theoretical maximum amount of product (1.0 means a 100% yield; for example, 0.34 means a 34% yield). (1) The reactants are [NH2:1][CH2:2][CH2:3][O:4][C:5]1[C:10]([CH3:11])=[CH:9][C:8]([C:12]2[NH:21][C:20](=[O:22])[C:19]3[C:14](=[CH:15][C:16]([O:25][CH3:26])=[CH:17][C:18]=3[O:23][CH3:24])[N:13]=2)=[CH:7][C:6]=1[CH3:27].[C:28]1([CH3:37])[CH:33]=[CH:32][C:31]([C:34](Cl)=[O:35])=[CH:30][CH:29]=1.CCN(C(C)C)C(C)C. The catalyst is C(Cl)Cl. The product is [CH3:24][O:23][C:18]1[CH:17]=[C:16]([O:25][CH3:26])[CH:15]=[C:14]2[C:19]=1[C:20](=[O:22])[NH:21][C:12]([C:8]1[CH:9]=[C:10]([CH3:11])[C:5]([O:4][CH2:3][CH2:2][NH:1][C:34](=[O:35])[C:31]3[CH:32]=[CH:33][C:28]([CH3:37])=[CH:29][CH:30]=3)=[C:6]([CH3:27])[CH:7]=1)=[N:13]2. The yield is 0.510. (2) The reactants are [CH2:1]([N:3]1[C:7]([OH:8])=[CH:6][C:5]([C:9]2[CH:14]=[N:13][CH:12]=[CH:11][N:10]=2)=[N:4]1)[CH3:2].[H-].[Na+].[F:17][C:18]([F:37])([F:36])[S:19](N(C1C=CC=CC=1)[S:19]([C:18]([F:37])([F:36])[F:17])(=[O:21])=[O:20])(=[O:21])=[O:20]. The catalyst is CN(C=O)C. The product is [CH2:1]([N:3]1[C:7]([O:8][S:19]([C:18]([F:37])([F:36])[F:17])(=[O:21])=[O:20])=[CH:6][C:5]([C:9]2[CH:14]=[N:13][CH:12]=[CH:11][N:10]=2)=[N:4]1)[CH3:2]. The yield is 0.629. (3) The reactants are N[C@H:2]1[CH2:7][CH2:6][C@H:5]([NH:8][C:9](=[O:15])[O:10][C:11]([CH3:14])([CH3:13])[CH3:12])[CH2:4][CH2:3]1.C=O.[C:18]([BH3-])#[N:19].[Na+].[C:22](O)(=O)C. The catalyst is CO.O.C(Cl)Cl. The product is [CH3:22][N:19]([CH3:18])[C@H:2]1[CH2:7][CH2:6][C@H:5]([NH:8][C:9](=[O:15])[O:10][C:11]([CH3:14])([CH3:13])[CH3:12])[CH2:4][CH2:3]1. The yield is 0.950. (4) The reactants are Br[C:2]1[N:3]([C:22]2[C:31]3[C:26](=[CH:27][CH:28]=[CH:29][CH:30]=3)[C:25]([CH:32]3CC3)=[CH:24][CH:23]=2)[C:4]([S:7]CC(NC2C=CC(C(O)=O)=CC=2Cl)=O)=[N:5][N:6]=1.Cl.NNC(N)=N.C([N:44](C(C)C)CC)(C)C.CN(C)[CH:52]=[O:53]. No catalyst specified. The product is [NH2:44][C:2]1[N:3]([C:22]2[C:27]3[C:26](=[CH:31][CH:30]=[C:29]([O:53][CH3:52])[CH:28]=3)[C:25]([CH3:32])=[CH:24][CH:23]=2)[C:4]([SH:7])=[N:5][N:6]=1. The yield is 0.910. (5) The reactants are [S:1]1[CH:5]=[CH:4][C:3](B(O)O)=[CH:2]1.[NH2:9][C:10]1[N:11]=[C:12]([N:21]2[CH2:26][CH2:25][N:24]([C:27](=[O:37])[CH2:28][O:29][C:30]3[CH:35]=[CH:34][C:33]([Cl:36])=[CH:32][CH:31]=3)[CH2:23][CH2:22]2)[C:13]2[N:19]=[C:18](Cl)[CH:17]=[CH:16][C:14]=2[N:15]=1. No catalyst specified. The product is [NH2:9][C:10]1[N:11]=[C:12]([N:21]2[CH2:22][CH2:23][N:24]([C:27](=[O:37])[CH2:28][O:29][C:30]3[CH:35]=[CH:34][C:33]([Cl:36])=[CH:32][CH:31]=3)[CH2:25][CH2:26]2)[C:13]2[N:19]=[C:18]([C:3]3[CH:4]=[CH:5][S:1][CH:2]=3)[CH:17]=[CH:16][C:14]=2[N:15]=1. The yield is 0.670. (6) The reactants are CN(C)C=[C:4]1[CH:8]=[C:7]([CH3:9])[CH:6]=[C:5]1[C:10]([CH3:13])([CH3:12])[CH3:11].[C:15]([C:19]1[CH:20]=[C:21]([Li])[C:22]2[CH2:23][C:24]3[C:29]([C:30]=2[CH:31]=1)=[CH:28][C:27]([C:32]([CH3:35])([CH3:34])[CH3:33])=[CH:26][CH:25]=3)([CH3:18])([CH3:17])[CH3:16].[C:37](C1C=CC2CC3C(C=2C=1)=CC(C(C)(C)C)=CC=3)(C)(C)C.C([Li])CCC.[H-].[H-].[H-].[H-].[Li+].[Al+3]. The catalyst is C1COCC1. The product is [C:15]([C:19]1[CH:20]=[CH:21][C:22]2[CH:23]([CH2:9][C:7]3[C:8]([CH3:37])=[CH:4][CH:5]([C:10]([CH3:11])([CH3:12])[CH3:13])[CH:6]=3)[C:24]3[C:29]([C:30]=2[CH:31]=1)=[CH:28][C:27]([C:32]([CH3:35])([CH3:34])[CH3:33])=[CH:26][CH:25]=3)([CH3:18])([CH3:17])[CH3:16]. The yield is 0.600.